Dataset: Reaction yield outcomes from USPTO patents with 853,638 reactions. Task: Predict the reaction yield, written as a fraction of the theoretical maximum amount of product (1.0 means a 100% yield; for example, 0.34 means a 34% yield). (1) The reactants are [Cl-].O[NH3+:3].[C:4](=[O:7])([O-])[OH:5].[Na+].CS(C)=O.[OH:13][C:14]1([CH2:20][N:21]2[C:26](=[O:27])[C:25]([CH2:28][C:29]3[CH:34]=[CH:33][C:32]([C:35]4[C:36]([C:41]#[N:42])=[CH:37][CH:38]=[CH:39][CH:40]=4)=[CH:31][CH:30]=3)=[C:24]([CH2:43][CH2:44][CH3:45])[N:23]=[C:22]2[CH3:46])[CH2:19][CH2:18][O:17][CH2:16][CH2:15]1. The catalyst is C(OCC)(=O)C. The product is [OH:13][C:14]1([CH2:20][N:21]2[C:26](=[O:27])[C:25]([CH2:28][C:29]3[CH:34]=[CH:33][C:32]([C:35]4[CH:40]=[CH:39][CH:38]=[CH:37][C:36]=4[C:41]4[NH:3][C:4](=[O:7])[O:5][N:42]=4)=[CH:31][CH:30]=3)=[C:24]([CH2:43][CH2:44][CH3:45])[N:23]=[C:22]2[CH3:46])[CH2:19][CH2:18][O:17][CH2:16][CH2:15]1. The yield is 0.180. (2) The reactants are [Cl-].[C:2]([O:6][C:7]([CH2:9][P+](C1C=CC=CC=1)(C1C=CC=CC=1)C1C=CC=CC=1)=[O:8])([CH3:5])([CH3:4])[CH3:3].CC(C)([O-])C.[K+].[F:35][C:36]1[CH:37]=[C:38]([CH:41]=[CH:42][C:43]=1[N+:44]([O-:46])=[O:45])[CH:39]=O. The catalyst is O1CCCC1. The product is [C:2]([O:6][C:7](=[O:8])/[CH:9]=[CH:39]/[C:38]1[CH:41]=[CH:42][C:43]([N+:44]([O-:46])=[O:45])=[C:36]([F:35])[CH:37]=1)([CH3:5])([CH3:4])[CH3:3]. The yield is 0.860. (3) The yield is 0.680. The catalyst is CO.[Cl-].[Zn+2].[Cl-]. The reactants are [Br:1][C:2]1[CH:3]=[C:4]([NH:10][C:11]2[CH:16]=[CH:15][C:14]([N:17]3[CH2:22][CH2:21][NH:20][CH2:19][C@@H:18]3[CH2:23][CH3:24])=[CH:13][N:12]=2)[C:5](=[O:9])[N:6]([CH3:8])[CH:7]=1.[O:25]1[CH2:28][C:27](=O)[CH2:26]1.[BH3-]C#N.[Na+].O. The product is [Br:1][C:2]1[CH:3]=[C:4]([NH:10][C:11]2[CH:16]=[CH:15][C:14]([N:17]3[CH2:22][CH2:21][N:20]([CH:27]4[CH2:28][O:25][CH2:26]4)[CH2:19][C@@H:18]3[CH2:23][CH3:24])=[CH:13][N:12]=2)[C:5](=[O:9])[N:6]([CH3:8])[CH:7]=1. (4) The reactants are [F:1][C:2]([F:27])([F:26])[O:3][C:4]1[CH:11]=[CH:10][C:7]([CH:8]=[O:9])=[CH:6][C:5]=1[C:12]1[C:21]([CH3:22])=[CH:20][C:19]2[C:18]([CH3:24])([CH3:23])[CH2:17][CH2:16][C:15](=[O:25])[C:14]=2[CH:13]=1.[CH2:28](O)[CH2:29][OH:30]. The catalyst is C1(C)C=CC=CC=1.O.C1(C)C=CC(S(O)(=O)=O)=CC=1. The product is [O:9]1[CH2:28][CH2:29][O:30][CH:8]1[C:7]1[CH:10]=[CH:11][C:4]([O:3][C:2]([F:26])([F:27])[F:1])=[C:5]([C:12]2[CH:13]=[C:14]3[C:19]([C:18]([CH3:23])([CH3:24])[CH2:17][CH2:16][C:15]3=[O:25])=[CH:20][C:21]=2[CH3:22])[CH:6]=1. The yield is 0.880. (5) The reactants are C([O:8][N:9]1[C:15](=[O:16])[N:14]2[CH2:17][C@H:10]1[CH2:11][CH2:12][C@H:13]2[C:18]([NH:20][O:21][C@H:22]1[CH2:26][CH2:25][N:24]([C:27]([O:29][C:30]([CH3:33])([CH3:32])[CH3:31])=[O:28])[CH2:23]1)=[O:19])C1C=CC=CC=1. The catalyst is CO.[Pd]. The product is [OH:8][N:9]1[C:15](=[O:16])[N:14]2[CH2:17][C@H:10]1[CH2:11][CH2:12][C@H:13]2[C:18]([NH:20][O:21][C@H:22]1[CH2:26][CH2:25][N:24]([C:27]([O:29][C:30]([CH3:33])([CH3:32])[CH3:31])=[O:28])[CH2:23]1)=[O:19]. The yield is 1.00. (6) The reactants are Cl[C:2]1[N:3]([C:13]2[CH:18]=[CH:17][CH:16]=[CH:15][CH:14]=2)[C:4]2[C:9]([C:10]=1[CH:11]=[O:12])=[CH:8][CH:7]=[CH:6][CH:5]=2.[NH:19]1[CH2:26][NH:25][CH2:24][CH2:23][NH:22][CH2:21][CH2:20]1. No catalyst specified. The product is [C:13]1([N:3]2[C:4]3[C:9](=[CH:8][CH:7]=[CH:6][CH:5]=3)[C:10]([CH:11]=[O:12])=[C:2]2[N:19]2[CH2:26][NH:25][CH2:24][CH2:23][NH:22][CH2:21][CH2:20]2)[CH:18]=[CH:17][CH:16]=[CH:15][CH:14]=1. The yield is 0.370. (7) The yield is 0.230. The catalyst is C(Cl)Cl.C(O)C. The reactants are [CH3:1][C:2]1([CH3:10])[CH2:8][C:7](=[O:9])[O:6][C:4](=O)[CH2:3]1.C(N(C(C)C)CC)(C)C.[NH2:20][CH2:21][CH2:22][C:23]1[CH:28]=[CH:27][C:26]([O:29][C:30](=[O:39])[N:31]([CH3:38])[C:32]2[CH:37]=[CH:36][CH:35]=[CH:34][CH:33]=2)=[CH:25][CH:24]=1.C(O)(C(F)(F)F)=O.S(Cl)(Cl)=O. The product is [CH3:10][C:2]1([CH3:1])[CH2:3][C:4](=[O:6])[N:20]([CH2:21][CH2:22][C:23]2[CH:24]=[CH:25][C:26]([O:29][C:30](=[O:39])[N:31]([CH3:38])[C:32]3[CH:33]=[CH:34][CH:35]=[CH:36][CH:37]=3)=[CH:27][CH:28]=2)[C:7](=[O:9])[CH2:8]1. (8) The reactants are [O-]P([O-])([O-])=O.[K+].[K+].[K+].[CH3:9][O:10][C:11]1[CH:12]=[C:13]([N:17]2[CH2:21][CH2:20][NH:19][C:18]2=[O:22])[CH:14]=[CH:15][CH:16]=1.[CH3:23][C:24]1[CH:25]=[C:26](I)[CH:27]=[C:28]([CH3:30])[CH:29]=1.CNCCNC. The catalyst is [Cu]I.CN(C=O)C. The product is [CH3:9][O:10][C:11]1[CH:12]=[C:13]([N:17]2[CH2:21][CH2:20][N:19]([C:26]3[CH:27]=[C:28]([CH3:30])[CH:29]=[C:24]([CH3:23])[CH:25]=3)[C:18]2=[O:22])[CH:14]=[CH:15][CH:16]=1. The yield is 0.910. (9) The reactants are CO[C:3](=[O:8])[C:4]([O:6][CH3:7])=[O:5].C[O-].[Na+].[C:12]([C:15]1[CH:20]=[CH:19][CH:18]=[CH:17][CH:16]=1)(=[O:14])[CH3:13]. The catalyst is CO. The product is [CH3:7][O:6][C:4](=[O:5])[C:3](=[O:8])[CH2:13][C:12](=[O:14])[C:15]1[CH:20]=[CH:19][CH:18]=[CH:17][CH:16]=1. The yield is 0.640.